Dataset: Catalyst prediction with 721,799 reactions and 888 catalyst types from USPTO. Task: Predict which catalyst facilitates the given reaction. (1) Reactant: [CH3:1][S:2](Cl)(=[O:4])=[O:3].[CH2:6]1[C:11]2[NH:12][C:13]3[C:18]([C:10]=2[CH2:9][CH:8]([C:19]([NH2:21])=[O:20])[NH:7]1)=[CH:17][CH:16]=[CH:15][CH:14]=3.C(N(CC)CC)C.O. Product: [CH3:1][S:2]([N:7]1[CH:8]([C:19]([NH2:21])=[O:20])[CH2:9][C:10]2[C:18]3[C:13](=[CH:14][CH:15]=[CH:16][CH:17]=3)[NH:12][C:11]=2[CH2:6]1)(=[O:4])=[O:3]. The catalyst class is: 3. (2) Reactant: [OH:1][CH2:2][CH2:3][NH:4][C:5]([N:7]1[CH2:12][CH2:11][CH:10]([C:13]2[CH:18]=[CH:17][C:16]([NH:19][C:20]([C:22]3[N:23](COCC[Si](C)(C)C)[CH:24]=[C:25]([C:27]#[N:28])[N:26]=3)=[O:21])=[C:15]([C:37]3[CH2:42][CH2:41][CH2:40][CH2:39][CH:38]=3)[CH:14]=2)[CH2:9][CH2:8]1)=[O:6].CCO.C(O)(C(F)(F)F)=O. Product: [OH:1][CH2:2][CH2:3][NH:4][C:5]([N:7]1[CH2:12][CH2:11][CH:10]([C:13]2[CH:18]=[CH:17][C:16]([NH:19][C:20]([C:22]3[NH:23][CH:24]=[C:25]([C:27]#[N:28])[N:26]=3)=[O:21])=[C:15]([CH:37]3[CH2:38][CH:39]=[CH:40][CH2:41][CH2:42]3)[CH:14]=2)[CH2:9][CH2:8]1)=[O:6]. The catalyst class is: 2. (3) Reactant: [F:1][CH:2]([F:22])[O:3][C:4]1[C:9]2[O:10][C:11]3[CH:16]=[CH:15][C:14]([N+:17]([O-:19])=[O:18])=[CH:13][C:12]=3[C:8]=2[C:7]([CH:20]=[O:21])=[CH:6][CH:5]=1.CC(C)=[O:25].[Mn]([O-])(=O)(=O)=O.[K+]. Product: [F:22][CH:2]([F:1])[O:3][C:4]1[C:9]2[O:10][C:11]3[CH:16]=[CH:15][C:14]([N+:17]([O-:19])=[O:18])=[CH:13][C:12]=3[C:8]=2[C:7]([C:20]([OH:25])=[O:21])=[CH:6][CH:5]=1. The catalyst class is: 6. (4) Reactant: [CH2:1]([O:7][C:8]1[CH:17]=[CH:16][CH:15]=[CH:14][C:9]=1[O:10][CH2:11][CH2:12][NH2:13])[CH2:2][CH2:3][CH2:4][CH2:5][CH3:6].Cl[C:19]1[C:28]2[C:23](=[CH:24][CH:25]=[CH:26][CH:27]=2)[N:22]=[CH:21][N:20]=1. Product: [CH2:1]([O:7][C:8]1[CH:17]=[CH:16][CH:15]=[CH:14][C:9]=1[O:10][CH2:11][CH2:12][NH:13][C:19]1[C:28]2[C:23](=[CH:24][CH:25]=[CH:26][CH:27]=2)[N:22]=[CH:21][N:20]=1)[CH2:2][CH2:3][CH2:4][CH2:5][CH3:6]. The catalyst class is: 41.